Dataset: Catalyst prediction with 721,799 reactions and 888 catalyst types from USPTO. Task: Predict which catalyst facilitates the given reaction. (1) Reactant: [F:1][C:2]1[CH:7]=[CH:6][C:5]([S:8]([N:11]([CH2:15][C:16]([O:18]C)=[O:17])[CH:12]([CH3:14])[CH3:13])(=[O:10])=[O:9])=[CH:4][CH:3]=1.[Li+].[OH-].C1COCC1. Product: [F:1][C:2]1[CH:3]=[CH:4][C:5]([S:8]([N:11]([CH2:15][C:16]([OH:18])=[O:17])[CH:12]([CH3:14])[CH3:13])(=[O:9])=[O:10])=[CH:6][CH:7]=1. The catalyst class is: 6. (2) Reactant: [CH3:1][O:2][C:3]1[C:8]2[N:9]=[C:10]([NH2:12])[S:11][C:7]=2[C:6]([N:13]2[CH2:18][CH2:17][O:16][CH2:15][CH2:14]2)=[CH:5][CH:4]=1.C(N(C(C)C)C(C)C)C.[Cl:28][C:29]1[CH:30]=[C:31]([CH:35]=[CH:36][N:37]=1)[C:32](Cl)=[O:33]. Product: [Cl:28][C:29]1[CH:30]=[C:31]([CH:35]=[CH:36][N:37]=1)[C:32]([NH:12][C:10]1[S:11][C:7]2[C:6]([N:13]3[CH2:18][CH2:17][O:16][CH2:15][CH2:14]3)=[CH:5][CH:4]=[C:3]([O:2][CH3:1])[C:8]=2[N:9]=1)=[O:33]. The catalyst class is: 266. (3) Product: [CH3:1][O:18][C:15](=[O:16])[C:8]1[CH:12]=[C:4]([Br:3])[CH:5]=[C:6]([Cl:14])[C:7]=1[O:25][CH3:24]. Reactant: [CH3:1]I.[Br:3][C:4]1[CH:5]=[C:6]([Cl:14])[C:7](O)=[C:8]([CH:12]=1)C(O)=O.[C:15]([O-:18])([O-])=[O:16].[Cs+].[Cs+].CN([CH:24]=[O:25])C. The catalyst class is: 25. (4) Reactant: Br[CH2:2][CH2:3][CH2:4][O:5][C:6]1[CH:11]=[CH:10][C:9]([C:12]2[C:13]3[CH:20]=[CH:19][CH:18]=[CH:17][C:14]=3[S:15][CH:16]=2)=[CH:8][CH:7]=1.[N:21]1[CH:26]=[CH:25][CH:24]=[N:23][C:22]=1[N:27]1[CH2:32][CH2:31][NH:30][CH2:29][CH2:28]1.C(=O)([O-])[O-].[K+].[K+]. Product: [S:15]1[CH:16]=[C:12]([C:9]2[CH:10]=[CH:11][C:6]([O:5][CH2:4][CH2:3][CH2:2][N:30]3[CH2:31][CH2:32][N:27]([C:22]4[N:21]=[CH:26][CH:25]=[CH:24][N:23]=4)[CH2:28][CH2:29]3)=[CH:7][CH:8]=2)[C:13]2[CH:20]=[CH:19][CH:18]=[CH:17][C:14]1=2. The catalyst class is: 10. (5) Reactant: [F:1][C:2]1(F)[C:10]2[C:5](=[CH:6][CH:7]=[C:8]([N+:11]([O-:13])=[O:12])[CH:9]=2)[NH:4][C:3]1=O. Product: [F:1][C:2]1[C:10]2[C:5](=[CH:6][CH:7]=[C:8]([N+:11]([O-:13])=[O:12])[CH:9]=2)[NH:4][CH:3]=1. The catalyst class is: 1. (6) Reactant: [CH3:1][NH:2][CH:3]1[CH2:8][CH2:7][CH2:6][CH2:5][CH2:4]1.[CH:9]1[N:14]=[C:13](Cl)[C:12]2[N:16]=[CH:17][N:18]([C@@H:19]3[O:23][C@H:22]([CH2:24][OH:25])[C@@H:21]([OH:26])[C@H:20]3[OH:27])[C:11]=2[N:10]=1. Product: [CH3:1][N:2]([CH:3]1[CH2:8][CH2:7][CH2:6][CH2:5][CH2:4]1)[C:13]1[C:12]2[N:16]=[CH:17][N:18]([C:11]=2[N:10]=[CH:9][N:14]=1)[C@@H:19]1[O:23][C@H:22]([CH2:24][OH:25])[C@@H:21]([OH:26])[C@H:20]1[OH:27]. The catalyst class is: 14. (7) Reactant: [S:1]1[CH:5]=[CH:4][CH:3]=[C:2]1[CH2:6][NH:7][C:8]([C:10]1[CH:25]=[C:13]2[CH:14]=[C:15]([C:19]3[CH:24]=[CH:23][CH:22]=[CH:21][CH:20]=3)[CH:16]=[C:17]([I:18])[N:12]2[N:11]=1)=[O:9].[Cl:26]N1C(=O)CCC1=O. Product: [S:1]1[CH:5]=[CH:4][CH:3]=[C:2]1[CH2:6][NH:7][C:8]([C:10]1[C:25]([Cl:26])=[C:13]2[CH:14]=[C:15]([C:19]3[CH:20]=[CH:21][CH:22]=[CH:23][CH:24]=3)[CH:16]=[C:17]([I:18])[N:12]2[N:11]=1)=[O:9]. The catalyst class is: 3.